This data is from NCI-60 drug combinations with 297,098 pairs across 59 cell lines. The task is: Regression. Given two drug SMILES strings and cell line genomic features, predict the synergy score measuring deviation from expected non-interaction effect. (1) Drug 1: C1CC(=O)NC(=O)C1N2C(=O)C3=CC=CC=C3C2=O. Drug 2: CC(C)NC(=O)C1=CC=C(C=C1)CNNC.Cl. Cell line: LOX IMVI. Synergy scores: CSS=3.71, Synergy_ZIP=0.976, Synergy_Bliss=6.52, Synergy_Loewe=1.31, Synergy_HSA=2.64. (2) Drug 1: CC1=CC=C(C=C1)C2=CC(=NN2C3=CC=C(C=C3)S(=O)(=O)N)C(F)(F)F. Drug 2: C1CC(=O)NC(=O)C1N2C(=O)C3=CC=CC=C3C2=O. Cell line: RPMI-8226. Synergy scores: CSS=-1.34, Synergy_ZIP=-1.04, Synergy_Bliss=-2.33, Synergy_Loewe=-4.81, Synergy_HSA=-4.61. (3) Drug 1: CC1=C(C(=O)C2=C(C1=O)N3CC4C(C3(C2COC(=O)N)OC)N4)N. Drug 2: CC1=C(C(=CC=C1)Cl)NC(=O)C2=CN=C(S2)NC3=CC(=NC(=N3)C)N4CCN(CC4)CCO. Cell line: T-47D. Synergy scores: CSS=30.9, Synergy_ZIP=-3.87, Synergy_Bliss=-2.53, Synergy_Loewe=2.86, Synergy_HSA=4.42.